This data is from Catalyst prediction with 721,799 reactions and 888 catalyst types from USPTO. The task is: Predict which catalyst facilitates the given reaction. (1) Product: [CH3:23][C:16]1([CH3:22])[C:15]2[CH:14]=[C:13]([O:12][C:9]3[CH:8]=[CH:7][C:6]([N:5]4[C:3](=[O:4])[C@:2]([CH2:24][CH3:25])([CH3:26])[NH:1][C:32]4=[O:33])=[CH:11][CH:10]=3)[CH:21]=[CH:20][C:19]=2[CH2:18][O:17]1. The catalyst class is: 13. Reactant: [NH2:1][C@:2]([CH3:26])([CH2:24][CH3:25])[C:3]([NH:5][C:6]1[CH:11]=[CH:10][C:9]([O:12][C:13]2[CH:14]=[C:15]3[C:19](=[CH:20][CH:21]=2)[CH2:18][O:17][C:16]3([CH3:23])[CH3:22])=[CH:8][CH:7]=1)=[O:4].C1N=CN([C:32](N2C=NC=C2)=[O:33])C=1.C(O)(=O)CC(CC(O)=O)(C(O)=O)O. (2) Reactant: C[O-].[Na+].[F:4][C:5]1[C:6]([O:14][CH2:15][C:16]2[CH:21]=[CH:20][CH:19]=[CH:18][CH:17]=2)=[C:7]([C:11](=[NH:13])[NH2:12])[CH:8]=[CH:9][CH:10]=1.C[O:23][C:24](=O)[CH2:25][C:26]([CH3:28])=O. Product: [F:4][C:5]1[C:6]([O:14][CH2:15][C:16]2[CH:21]=[CH:20][CH:19]=[CH:18][CH:17]=2)=[C:7]([C:11]2[NH:12][C:26]([CH3:28])=[CH:25][C:24](=[O:23])[N:13]=2)[CH:8]=[CH:9][CH:10]=1. The catalyst class is: 71.